Dataset: Full USPTO retrosynthesis dataset with 1.9M reactions from patents (1976-2016). Task: Predict the reactants needed to synthesize the given product. (1) Given the product [Cl:18][C:19]1[N:20]=[CH:21][N:22]=[C:23]([NH:17][C:13]2[CH:14]=[CH:15][CH:16]=[C:11]([CH2:10][N:1]3[C:9]4[C:4](=[CH:5][CH:6]=[CH:7][CH:8]=4)[CH:3]=[CH:2]3)[CH:12]=2)[CH:24]=1, predict the reactants needed to synthesize it. The reactants are: [N:1]1([CH2:10][C:11]2[CH:12]=[C:13]([NH2:17])[CH:14]=[CH:15][CH:16]=2)[C:9]2[C:4](=[CH:5][CH:6]=[CH:7][CH:8]=2)[CH:3]=[CH:2]1.[Cl:18][C:19]1[CH:24]=[C:23](Cl)[N:22]=[CH:21][N:20]=1.C(N(CC)C(C)C)(C)C. (2) Given the product [C:6]([O:16][C:12]1[CH:13]=[CH:14][CH:15]=[C:10]([CH2:1][CH2:2][C:3]2[CH:4]=[CH:5][C:6]([O:9][C:12](=[O:16])[CH3:11])=[CH:7][CH:8]=2)[CH:11]=1)(=[O:9])[CH3:5], predict the reactants needed to synthesize it. The reactants are: [CH:1](/[C:10]1[CH:11]=[C:12]([OH:16])[CH:13]=[CH:14][CH:15]=1)=[CH:2]\[C:3]1[CH:8]=[CH:7][C:6]([OH:9])=[CH:5][CH:4]=1. (3) Given the product [F:73][C:55]1[CH:54]=[C:53]([C:84]2[CH:85]=[C:86]([NH:92][C:93]3[CH:98]=[CH:97][C:96]([CH:99]4[CH2:103][CH2:102][CH2:101][N:100]4[CH3:104])=[CH:95][N:94]=3)[C:87](=[O:91])[N:88]([CH3:90])[CH:89]=2)[C:52]([CH2:51][O:50][C:47](=[O:49])[CH3:48])=[C:57]([N:58]2[CH2:69][CH2:68][N:67]3[C:60](=[CH:61][C:62]4[CH2:63][C:64]([CH3:70])([CH3:71])[CH2:65][C:66]=43)[C:59]2=[O:72])[CH:56]=1, predict the reactants needed to synthesize it. The reactants are: C(OCC1C(C2N=C(NC3C=CC(C4CCNCC4)=CC=3)C(=O)N(C)C=2)=CC=CC=1N1C(=O)C2SC3CCCCC=3C=2CC1)(=O)C.[C:47]([O:50][CH2:51][C:52]1[C:57]([N:58]2[CH2:69][CH2:68][N:67]3[C:60](=[CH:61][C:62]4[CH2:63][C:64]([CH3:71])([CH3:70])[CH2:65][C:66]=43)[C:59]2=[O:72])=[CH:56][C:55]([F:73])=[CH:54][C:53]=1B1OC(C)(C)C(C)(C)O1)(=[O:49])[CH3:48].Br[C:84]1[CH:85]=[C:86]([NH:92][C:93]2[CH:98]=[CH:97][C:96]([CH:99]3[CH2:103][CH2:102][CH2:101][N:100]3[CH3:104])=[CH:95][N:94]=2)[C:87](=[O:91])[N:88]([CH3:90])[CH:89]=1.C(=O)([O-])[O-].[Na+].[Na+]. (4) Given the product [CH3:1][O:2][C:3]1[CH:4]=[C:5]2[C:10](=[CH:11][CH:12]=1)[CH:9]=[C:8]([CH2:13][CH2:14][CH2:15][C:16](=[O:18])[CH2:17][C:19](=[O:25])[C:20]([O:22][CH2:23][CH3:24])=[O:21])[CH:7]=[CH:6]2, predict the reactants needed to synthesize it. The reactants are: [CH3:1][O:2][C:3]1[CH:4]=[C:5]2[C:10](=[CH:11][CH:12]=1)[CH:9]=[C:8]([CH2:13][CH2:14][CH2:15][C:16](=[O:18])[CH3:17])[CH:7]=[CH:6]2.[C:19](OCC)(=[O:25])[C:20]([O:22][CH2:23][CH3:24])=[O:21].[O-]CC.[Na+].